The task is: Binary Classification. Given a drug SMILES string, predict its activity (active/inactive) in a high-throughput screening assay against a specified biological target.. This data is from Cav3 T-type calcium channel HTS with 100,875 compounds. (1) The molecule is Clc1ccc(C(=O)c2c3c(oc2C)ccc(O)c3)cc1. The result is 0 (inactive). (2) The molecule is s1c(NC(=O)NCc2c(OC)cccc2)ccc1. The result is 0 (inactive). (3) The drug is O1C(O)(CC(c2c1c(ccc2C)C)c1ccc(OC)cc1)c1ccccc1. The result is 0 (inactive). (4) The drug is S(=O)(=O)(c1cc2sc(nc2cc1)N)C. The result is 0 (inactive). (5) The compound is O1c2c(OC1)cc([N+]([O-])=O)c(c2)/C=N\Nc1nc(N2CCCCC2)nc(n1)Nc1ccccc1. The result is 0 (inactive). (6) The compound is Fc1cc(c2nn3c(c(CCC(=O)N4CCC5(OCCO5)CC4)c(nc3c2)C)C)ccc1. The result is 0 (inactive). (7) The compound is O(CC(=O)N1C(CCCC1)CC)C(=O)C1C(=C(NC(=C1C(OCC)=O)C)C)C(OCC)=O. The result is 0 (inactive). (8) The drug is O=C1N(C(CC1)C(=O)NCCCN1C(CCCC1)C)Cc1ccc(cc1)C. The result is 0 (inactive).